This data is from Experimentally validated miRNA-target interactions with 360,000+ pairs, plus equal number of negative samples. The task is: Binary Classification. Given a miRNA mature sequence and a target amino acid sequence, predict their likelihood of interaction. (1) The miRNA is mmu-miR-466i-3p with sequence AUACACACACACAUACACACUA. The protein sequence of the target gene is MSLAGGRAPRKTAGNRLSGLLEAEEEDEFYQTTYGGFTEESGDDEYQGDQSDTEDEVDSDFDIDEGDEPSSDGEAEEPRRKRRVVTKAYKEPLKSLRPRKVSTPASSSQKAREEKTLLPLELQDDGSDSRKSMRQSTAEHTRQTFLRVQERQGQSRRRKGPHCERPLTQEELLREAKITEELNLRSLETYERLEADKKKQVHKKRKCPGPIITYHSVTVPLVGEPGPKEENVDVEGLDPAPTASALAPHAGTGTGAAAATPPAHCSRTFITFSDDATFEEWFPQGRPPKVPVREVCPVTH.... Result: 1 (interaction). (2) The miRNA is hsa-miR-1264 with sequence CAAGUCUUAUUUGAGCACCUGUU. The protein sequence of the target gene is MALWRAYQRALAAHPWKVQVLTAGSLMGVGDMISQQLVERRGLQQHQAGRTLTMVSLGCGFVGPVVGGWYKVLDHLIPGTTKVHALKKMLLDQGGFAPCFLGCFLPLVGILNGMSAQDNWAKLKRDYPDALITNYYLWPAVQLANFYLVPLHYRLAVVQCVAIVWNSYLSWKAHQF. Result: 0 (no interaction).